From a dataset of Reaction yield outcomes from USPTO patents with 853,638 reactions. Predict the reaction yield, written as a fraction of the theoretical maximum amount of product (1.0 means a 100% yield; for example, 0.34 means a 34% yield). (1) The reactants are [Br:1][C:2]1[CH:3]=[C:4]([N+:9]([O-])=O)[CH:5]=[CH:6][C:7]=1[Cl:8].O.O.[Sn](Cl)(Cl)(Cl)Cl.C([O-])([O-])=O.[Na+].[Na+]. The catalyst is CCOC(C)=O.CCO. The product is [Br:1][C:2]1[CH:3]=[C:4]([CH:5]=[CH:6][C:7]=1[Cl:8])[NH2:9]. The yield is 0.990. (2) The reactants are C(OC(=O)[NH:7][C@H:8]([CH2:28][CH:29]([CH3:31])[CH3:30])[C:9](=[O:27])[NH:10][C:11]1[CH:16]=[CH:15][C:14]([C:17]2[CH:22]=[CH:21][N:20]=[CH:19][CH:18]=2)=[CH:13][C:12]=1[C:23]([F:26])([F:25])[F:24])(C)(C)C.Cl. The catalyst is ClCCl.C(OCC)C. The product is [NH2:7][C@H:8]([CH2:28][CH:29]([CH3:31])[CH3:30])[C:9]([NH:10][C:11]1[CH:16]=[CH:15][C:14]([C:17]2[CH:22]=[CH:21][N:20]=[CH:19][CH:18]=2)=[CH:13][C:12]=1[C:23]([F:26])([F:24])[F:25])=[O:27]. The yield is 0.250. (3) The reactants are [CH3:1][O:2][C:3]1[CH:4]=[C:5]2[C:10](=[CH:11][C:12]=1[O:13][CH3:14])[N:9]=[CH:8][CH:7]=[C:6]2[O:15][C:16]1[CH:22]=[CH:21][C:19]([NH2:20])=[C:18]([CH3:23])[C:17]=1[CH3:24].Cl[C:26](Cl)([O:28][C:29](=[O:35])OC(Cl)(Cl)Cl)Cl.[CH:37]1(CO)[CH2:41][CH2:40][CH2:39][CH2:38]1.C(=O)(O)[O-].[Na+]. The catalyst is C(Cl)Cl.C(N(CC)CC)C.C1(C)C=CC=CC=1. The product is [CH3:1][O:2][C:3]1[CH:4]=[C:5]2[C:10](=[CH:11][C:12]=1[O:13][CH3:14])[N:9]=[CH:8][CH:7]=[C:6]2[O:15][C:16]1[CH:22]=[CH:21][C:19]([NH:20][C:29](=[O:35])[O:28][CH2:26][CH:37]2[CH2:41][CH2:40][CH2:39][CH2:38]2)=[C:18]([CH3:23])[C:17]=1[CH3:24]. The yield is 0.660. (4) The reactants are [CH3:1][CH:2]1[CH2:11][C:10]2[C:5](=[CH:6][C:7]([C:12]#[N:13])=[CH:8][CH:9]=2)[NH:4][CH2:3]1.Br[C:15]1[C:19]2[CH2:20][N:21]([C:24](=[O:26])[CH3:25])[CH2:22][CH2:23][C:18]=2[N:17]([C@H:27]2[CH2:31][CH2:30][O:29][CH2:28]2)[N:16]=1.COC(C)(C)C.C(O[Na])(C)(C)C.C1(P(C2CCCCC2)C2C=CC=CC=2C2C(OC(C)C)=CC=CC=2OC(C)C)CCCCC1. The catalyst is O1CCOCC1. The product is [C:24]([N:21]1[CH2:22][CH2:23][C:18]2[N:17]([C@H:27]3[CH2:31][CH2:30][O:29][CH2:28]3)[N:16]=[C:15]([N:4]3[C:5]4[C:10](=[CH:9][CH:8]=[C:7]([C:12]#[N:13])[CH:6]=4)[CH2:11][CH:2]([CH3:1])[CH2:3]3)[C:19]=2[CH2:20]1)(=[O:26])[CH3:25]. The yield is 0.420. (5) The product is [N+:22]([C:19]1[CH:20]=[CH:21][C:16]([N:1]2[CH2:2][CH2:3][CH:4]([NH:7][C:8](=[O:14])[O:9][C:10]([CH3:11])([CH3:13])[CH3:12])[CH2:5][CH2:6]2)=[CH:17][CH:18]=1)([O-:24])=[O:23]. The yield is 0.840. The reactants are [NH:1]1[CH2:6][CH2:5][CH:4]([NH:7][C:8](=[O:14])[O:9][C:10]([CH3:13])([CH3:12])[CH3:11])[CH2:3][CH2:2]1.F[C:16]1[CH:21]=[CH:20][C:19]([N+:22]([O-:24])=[O:23])=[CH:18][CH:17]=1.C([O-])([O-])=O.[K+].[K+]. The catalyst is CN(C=O)C.O. (6) The reactants are [NH2:1][CH:2]1[CH2:7][CH2:6][CH:5]([CH2:8][NH:9][C:10]2[C:15]([N+:16]([O-:18])=[O:17])=[CH:14][N:13]=[C:12]([NH:19][CH2:20][C:21]3[CH:26]=[CH:25][CH:24]=[CH:23][C:22]=3[O:27][C:28]([F:31])([F:30])[F:29])[N:11]=2)[CH2:4][CH2:3]1.C(N(CC)C(C)C)(C)C.[CH3:41][O:42][C:43](=[O:48])[CH2:44][CH2:45][CH2:46]I. The catalyst is CN(C=O)C.CS(C)=O. The product is [CH3:41][O:42][C:43](=[O:48])[CH2:44][CH2:45][CH2:46][NH:1][CH:2]1[CH2:3][CH2:4][CH:5]([CH2:8][NH:9][C:10]2[C:15]([N+:16]([O-:18])=[O:17])=[CH:14][N:13]=[C:12]([NH:19][CH2:20][C:21]3[CH:26]=[CH:25][CH:24]=[CH:23][C:22]=3[O:27][C:28]([F:30])([F:31])[F:29])[N:11]=2)[CH2:6][CH2:7]1. The yield is 0.530. (7) The reactants are [F:1][C:2]1[CH:10]=[CH:9][C:8]([CH3:11])=[CH:7][C:3]=1[C:4]([OH:6])=[O:5].IC.[C:14](=O)([O-])[O-].[K+].[K+]. The catalyst is CC(C)=O. The product is [CH3:14][O:5][C:4](=[O:6])[C:3]1[CH:7]=[C:8]([CH3:11])[CH:9]=[CH:10][C:2]=1[F:1]. The yield is 0.820. (8) The reactants are Br[C:2]1[CH:3]=[C:4]2[C:8](=[CH:9][C:10]=1[NH:11][C:12]([C:14]1[C:23](=[O:24])[C:22]3[C:17](=[CH:18][CH:19]=[CH:20][CH:21]=3)[NH:16][CH:15]=1)=[O:13])[NH:7][CH:6]=[CH:5]2.[C:25]1(B(O)O)[CH:30]=[CH:29][CH:28]=[CH:27][CH:26]=1.C([O-])([O-])=O.[K+].[K+]. The catalyst is CN(C=O)C.C1C=CC(P(C2C=CC=CC=2)[C-]2C=CC=C2)=CC=1.C1C=CC(P(C2C=CC=CC=2)[C-]2C=CC=C2)=CC=1.Cl[Pd]Cl.[Fe+2]. The product is [O:24]=[C:23]1[C:22]2[C:17](=[CH:18][CH:19]=[CH:20][CH:21]=2)[NH:16][CH:15]=[C:14]1[C:12]([NH:11][C:10]1[CH:9]=[C:8]2[C:4]([CH:5]=[CH:6][NH:7]2)=[CH:3][C:2]=1[C:25]1[CH:30]=[CH:29][CH:28]=[CH:27][CH:26]=1)=[O:13]. The yield is 0.130. (9) The reactants are [Br:1][C:2]1[CH:3]=[C:4]([CH2:8][O:9][Si:10]([C:13]([CH3:16])([CH3:15])[CH3:14])([CH3:12])[CH3:11])[CH:5]=[CH:6][CH:7]=1.[CH3:17][C:18]1([CH3:34])[C:22]([CH3:24])([CH3:23])[O:21][B:20]([B:20]2[O:21][C:22]([CH3:24])([CH3:23])[C:18]([CH3:34])([CH3:17])[O:19]2)[O:19]1. The catalyst is O1CCCC1.C(C1C=CN=C(C2C=C(C(C)(C)C)C=CN=2)C=1)(C)(C)C. The product is [Br:1][C:2]1[CH:3]=[C:4]([CH2:8][O:9][Si:10]([C:13]([CH3:16])([CH3:15])[CH3:14])([CH3:11])[CH3:12])[CH:5]=[C:6]([B:20]2[O:21][C:22]([CH3:24])([CH3:23])[C:18]([CH3:34])([CH3:17])[O:19]2)[CH:7]=1. The yield is 0.860. (10) The reactants are [NH2:1][C:2]1[N:7]=[C:6]([O:8]C)[C:5]([C:10]([NH:12][CH2:13][CH:14]2[CH2:19][CH2:18][NH:17][CH2:16][CH2:15]2)=[O:11])=[CH:4][C:3]=1[Cl:20].[CH:21](=O)[C:22]([CH3:25])([CH3:24])[CH3:23].C([BH3-])#N.[Na+].C(O)(=O)C.[OH-].[NH4+]. The catalyst is CO. The product is [NH2:1][C:2]1[NH:7][C:6](=[O:8])[C:5]([C:10]([NH:12][CH2:13][CH:14]2[CH2:19][CH2:18][N:17]([CH2:21][C:22]([CH3:25])([CH3:24])[CH3:23])[CH2:16][CH2:15]2)=[O:11])=[CH:4][C:3]=1[Cl:20]. The yield is 0.100.